This data is from Reaction yield outcomes from USPTO patents with 853,638 reactions. The task is: Predict the reaction yield, written as a fraction of the theoretical maximum amount of product (1.0 means a 100% yield; for example, 0.34 means a 34% yield). (1) The reactants are [N:1]1[CH:6]=[CH:5][CH:4]=[CH:3][C:2]=1[NH:7][NH2:8].[F:9][C:10]1[CH:19]=[C:18]2[C:13]([CH:14]=[CH:15][CH:16]=[N:17]2)=[CH:12][C:11]=1[CH2:20][C:21]1[N:25]2[N:26]=[C:27]([C:30](=O)[CH3:31])[CH:28]=[CH:29][C:24]2=[N:23][CH:22]=1. No catalyst specified. The product is [F:9][C:10]1[CH:19]=[C:18]2[C:13]([CH:14]=[CH:15][CH:16]=[N:17]2)=[CH:12][C:11]=1[CH2:20][C:21]1[N:25]2[N:26]=[C:27](/[C:30](=[N:8]/[NH:7][C:2]3[CH:3]=[CH:4][CH:5]=[CH:6][N:1]=3)/[CH3:31])[CH:28]=[CH:29][C:24]2=[N:23][CH:22]=1. The yield is 0.480. (2) The reactants are [CH2:1]1[CH:6]2[CH2:7][NH:8][CH2:9][CH2:10][N:5]2[CH2:4][CH:3]([C:11]2[N:19]3[C:14]([C:15]([NH2:20])=[N:16][CH:17]=[N:18]3)=[C:13]([C:21]3[CH:22]=[CH:23][C:24]4[C:28]([CH:29]=3)=[N:27][N:26]([C:30]3[CH:35]=[CH:34][CH:33]=[CH:32][CH:31]=3)[CH:25]=4)[CH:12]=2)[O:2]1.I[CH3:37]. No catalyst specified. The product is [CH3:37][N:8]1[CH2:9][CH2:10][N:5]2[CH:6]([CH2:1][O:2][CH:3]([C:11]3[N:19]4[C:14]([C:15]([NH2:20])=[N:16][CH:17]=[N:18]4)=[C:13]([C:21]4[CH:22]=[CH:23][C:24]5[C:28]([CH:29]=4)=[N:27][N:26]([C:30]4[CH:35]=[CH:34][CH:33]=[CH:32][CH:31]=4)[CH:25]=5)[CH:12]=3)[CH2:4]2)[CH2:7]1. The yield is 0.520. (3) The reactants are [H-].[Na+].[C:3]([CH2:5][C:6]([O:8][CH2:9][CH3:10])=[O:7])#[N:4].[C:11](=[S:13])=[S:12].[CH2:14](Br)[C:15]1[CH:20]=[CH:19][CH:18]=[CH:17][CH:16]=1. The catalyst is CN(C)C=O. The product is [C:3]([C:5](=[C:11]([S:13][CH2:14][C:15]1[CH:20]=[CH:19][CH:18]=[CH:17][CH:16]=1)[S:12][CH2:14][C:15]1[CH:20]=[CH:19][CH:18]=[CH:17][CH:16]=1)[C:6]([O:8][CH2:9][CH3:10])=[O:7])#[N:4]. The yield is 0.820. (4) The reactants are [OH:1][C:2]1[C:7]([C:8]23[CH2:17][CH:12]4[CH2:13][CH:14]([CH2:16][CH:10]([CH2:11]4)[CH2:9]2)[CH2:15]3)=[CH:6][C:5]([CH3:18])=[CH:4][C:3]=1[CH2:19]O.[BrH:21].S(=O)(=O)(O)O. No catalyst specified. The product is [Br:21][CH2:19][C:3]1[CH:4]=[C:5]([CH3:18])[CH:6]=[C:7]([C:8]23[CH2:17][CH:12]4[CH2:13][CH:14]([CH2:16][CH:10]([CH2:11]4)[CH2:9]2)[CH2:15]3)[C:2]=1[OH:1]. The yield is 1.00. (5) The reactants are [Si]([O:8][C:9]1[C:16]([CH2:17][CH2:18][CH3:19])=[CH:15][C:12]([CH:13]=O)=[CH:11][C:10]=1[N+:20]([O-:22])=[O:21])(C(C)(C)C)(C)C.[C:23]1([C:29](=O)[CH2:30][C:31]2[CH:36]=[CH:35][CH:34]=[CH:33][CH:32]=2)[CH:28]=[CH:27][CH:26]=[CH:25][CH:24]=1.[NH2:38][C:39]([NH2:41])=[O:40].Cl. The catalyst is C(O)C. The product is [OH:8][C:9]1[C:16]([CH2:17][CH2:18][CH3:19])=[CH:15][C:12]([CH:13]2[C:30]([C:31]3[CH:36]=[CH:35][CH:34]=[CH:33][CH:32]=3)=[C:29]([C:23]3[CH:28]=[CH:27][CH:26]=[CH:25][CH:24]=3)[NH:41][C:39](=[O:40])[NH:38]2)=[CH:11][C:10]=1[N+:20]([O-:22])=[O:21]. The yield is 0.160.